Dataset: Peptide-MHC class I binding affinity with 185,985 pairs from IEDB/IMGT. Task: Regression. Given a peptide amino acid sequence and an MHC pseudo amino acid sequence, predict their binding affinity value. This is MHC class I binding data. The peptide sequence is AGVASADPV. The binding affinity (normalized) is 0.280. The MHC is HLA-A68:02 with pseudo-sequence HLA-A68:02.